This data is from Full USPTO retrosynthesis dataset with 1.9M reactions from patents (1976-2016). The task is: Predict the reactants needed to synthesize the given product. (1) Given the product [CH:1]1([C:4]2[N:8]([CH2:13][C:14]3[CH:33]=[CH:32][C:17]4/[C:18](=[C:28](/[CH3:31])\[C:29]#[N:30])/[C:19]5[CH:26]=[CH:25][C:24]([F:27])=[CH:23][C:20]=5[O:21][CH2:22][C:16]=4[CH:15]=3)[C:7]3=[CH:9][S:10][CH:11]=[C:6]3[N:5]=2)[CH2:3][CH2:2]1, predict the reactants needed to synthesize it. The reactants are: [CH:1]1([C:4]2[NH:8][C:7]3=[CH:9][S:10][CH:11]=[C:6]3[N:5]=2)[CH2:3][CH2:2]1.Br[CH2:13][C:14]1[CH:33]=[CH:32][C:17]2/[C:18](=[C:28](/[CH3:31])\[C:29]#[N:30])/[C:19]3[CH:26]=[CH:25][C:24]([F:27])=[CH:23][C:20]=3[O:21][CH2:22][C:16]=2[CH:15]=1. (2) The reactants are: [Cl:1][C:2]1[CH:19]=[C:18]([Cl:20])[C:17]([NH:21][C:22]2[C:27]([F:28])=[CH:26][C:25]([F:29])=[CH:24][C:23]=2[Cl:30])=[CH:16][C:3]=1[C:4]([C:6](=[CH:12][N:13](C)[CH3:14])[C:7]([O:9][CH2:10][CH3:11])=[O:8])=[O:5].N[C:32]1[CH:33]=[N:34][CH:35]=C[CH:37]=1. Given the product [Cl:1][C:2]1[CH:19]=[C:18]([Cl:20])[C:17]([NH:21][C:22]2[C:27]([F:28])=[CH:26][C:25]([F:29])=[CH:24][C:23]=2[Cl:30])=[CH:16][C:3]=1[C:4]([C:6](=[CH:12][NH:13][C:14]1[CH:35]=[N:34][CH:33]=[CH:32][CH:37]=1)[C:7]([O:9][CH2:10][CH3:11])=[O:8])=[O:5], predict the reactants needed to synthesize it. (3) Given the product [Cl:24][C:25]1[CH:30]=[CH:29][C:28]([C:2]2[CH:3]=[CH:4][C:5]3[O:11][CH2:10][CH2:9][N:8]4[CH:12]=[C:13]([C:15]5[N:19]([CH:20]([CH3:21])[CH3:22])[N:18]=[CH:17][N:16]=5)[N:14]=[C:7]4[C:6]=3[CH:23]=2)=[CH:27][CH:26]=1, predict the reactants needed to synthesize it. The reactants are: Br[C:2]1[CH:3]=[CH:4][C:5]2[O:11][CH2:10][CH2:9][N:8]3[CH:12]=[C:13]([C:15]4[N:19]([CH:20]([CH3:22])[CH3:21])[N:18]=[CH:17][N:16]=4)[N:14]=[C:7]3[C:6]=2[CH:23]=1.[Cl:24][C:25]1[CH:30]=[CH:29][C:28](B(O)O)=[CH:27][CH:26]=1.C([O-])([O-])=O.[Cs+].[Cs+].O. (4) Given the product [C:36]([N:28]([CH3:29])[C:8]1[CH:7]=[C:6]2[C:11]([C:12]3[CH:13]=[C:14]([C:21]4[C:22]([CH3:27])=[N:23][O:24][C:25]=4[CH3:26])[CH:15]=[C:16]([C:18]([NH2:20])=[O:19])[C:17]=3[N:5]2[CH2:4][CH:1]2[CH2:3][CH2:2]2)=[CH:10][CH:9]=1)(=[O:38])[CH3:37], predict the reactants needed to synthesize it. The reactants are: [CH:1]1([CH2:4][N:5]2[C:17]3[C:16]([C:18]([NH2:20])=[O:19])=[CH:15][C:14]([C:21]4[C:22]([CH3:27])=[N:23][O:24][C:25]=4[CH3:26])=[CH:13][C:12]=3[C:11]3[C:6]2=[CH:7][C:8]([NH:28][CH3:29])=[CH:9][CH:10]=3)[CH2:3][CH2:2]1.N1C=CC=CC=1.[C:36](Cl)(=[O:38])[CH3:37]. (5) Given the product [CH3:21][O:20][C:18]([C:10]1[C:9]([NH2:8])=[CH:14][CH:13]=[C:12]([CH2:15][O:16][CH3:17])[N:11]=1)=[O:19], predict the reactants needed to synthesize it. The reactants are: C(OC([NH:8][C:9]1[C:10]([C:18]([O:20][CH3:21])=[O:19])=[N:11][C:12]([CH2:15][O:16][CH3:17])=[CH:13][CH:14]=1)=O)(C)(C)C.FC(F)(F)C(O)=O.C([O-])([O-])=O.[Na+].[Na+]. (6) Given the product [NH2:1][C:2]1[C:9]([O:10][CH3:11])=[CH:8][C:7]([CH2:14][CH:15]([CH3:18])[CH3:16])=[CH:6][C:3]=1[C:4]#[N:5], predict the reactants needed to synthesize it. The reactants are: [NH2:1][C:2]1[C:9]([O:10][CH3:11])=[CH:8][C:7](Br)=[CH:6][C:3]=1[C:4]#[N:5].[Br-].[CH3:14][CH:15]([CH3:18])[CH2:16][Zn+].O. (7) Given the product [F:1][C:2]([F:27])([F:28])[C:3]1[CH:4]=[C:5]([CH:20]=[C:21]([C:23]([F:25])([F:24])[F:26])[CH:22]=1)[CH2:6][O:7][CH2:8][C:9]([CH3:19])([C:13]1[CH:18]=[CH:17][CH:16]=[CH:15][CH:14]=1)[CH2:10][CH2:11][NH:12][CH3:29], predict the reactants needed to synthesize it. The reactants are: [F:1][C:2]([F:28])([F:27])[C:3]1[CH:4]=[C:5]([CH:20]=[C:21]([C:23]([F:26])([F:25])[F:24])[CH:22]=1)[CH2:6][O:7][CH2:8][C:9]([CH3:19])([C:13]1[CH:18]=[CH:17][CH:16]=[CH:15][CH:14]=1)[CH2:10][C:11]#[N:12].[C:29]([O-])([O-])=O.[K+].[K+].ClC(OC)=O.C(=O)([O-])N.[Li].[H-]. (8) Given the product [C:23]([O:27][C:28](=[O:34])[N:29]([C@H:6]1[CH2:10][C@@H:9]([N:11]2[CH:19]=[N:18][C:17]3[C:12]2=[N:13][C:14]([Cl:21])=[N:15][C:16]=3[Cl:20])[CH:8]=[CH:7]1)[C:30](=[O:33])[CH2:31][CH3:32])([CH3:25])([CH3:24])[CH3:26], predict the reactants needed to synthesize it. The reactants are: C(OC(=O)O[C@H:6]1[CH2:10][C@@H:9]([N:11]2[CH:19]=[N:18][C:17]3[C:12]2=[N:13][C:14]([Cl:21])=[N:15][C:16]=3[Cl:20])[CH:8]=[CH:7]1)C.[C:23]([O:27][C:28](=[O:34])[NH:29][C:30](=[O:33])[CH2:31][CH3:32])([CH3:26])([CH3:25])[CH3:24].C1(P(C2C=CC=CC=2)C2C=CC=CC=2)C=CC=CC=1.